Dataset: Forward reaction prediction with 1.9M reactions from USPTO patents (1976-2016). Task: Predict the product of the given reaction. Given the reactants Br[C:2]1[CH:10]=[CH:9][C:8]2[N:7]3[CH2:11][CH2:12][N:13]([C:15]([O:17][C:18]([CH3:21])([CH3:20])[CH3:19])=[O:16])[CH2:14][C:6]3=[CH:5][C:4]=2[CH:3]=1.CN(C=O)C.N1CCCC1.[CH:32](=[O:36])[CH2:33][CH2:34][CH3:35], predict the reaction product. The product is: [C:32]([C:2]1[CH:10]=[CH:9][C:8]2[N:7]3[CH2:11][CH2:12][N:13]([C:15]([O:17][C:18]([CH3:21])([CH3:20])[CH3:19])=[O:16])[CH2:14][C:6]3=[CH:5][C:4]=2[CH:3]=1)(=[O:36])[CH2:33][CH2:34][CH3:35].